From a dataset of Full USPTO retrosynthesis dataset with 1.9M reactions from patents (1976-2016). Predict the reactants needed to synthesize the given product. (1) Given the product [Br:21][C:18]1[CH:19]=[CH:20][C:15]([C:5]2[S:4][CH:3]=[N:7][CH:6]=2)=[N:16][CH:17]=1, predict the reactants needed to synthesize it. The reactants are: C[Si](C)(C)[C:3]1[S:4][C:5]([Sn](C)(C)C)=[CH:6][N:7]=1.I[C:15]1[CH:20]=[CH:19][C:18]([Br:21])=[CH:17][N:16]=1. (2) The reactants are: [N:1]([C:4]1[CH:5]=[C:6]([CH:11]=[CH:12][CH:13]=1)[C:7]([O:9][CH3:10])=[O:8])=[C:2]=[S:3].[N+:14]([C:17]1[CH:18]=[C:19]([C:23]([NH:25][NH2:26])=O)[CH:20]=[CH:21][CH:22]=1)([O-:16])=[O:15]. Given the product [N+:14]([C:17]1[CH:18]=[C:19]([C:23]2[S:3][C:2]([NH:1][C:4]3[CH:5]=[C:6]([CH:11]=[CH:12][CH:13]=3)[C:7]([O:9][CH3:10])=[O:8])=[N:26][N:25]=2)[CH:20]=[CH:21][CH:22]=1)([O-:16])=[O:15], predict the reactants needed to synthesize it. (3) The reactants are: C([O:8][C:9]1[C:10]([CH3:31])=[C:11]([C:18]([C:20]2[CH:25]=[CH:24][C:23]([N+:26]([O-:28])=[O:27])=[C:22]([O:29][CH3:30])[CH:21]=2)=[O:19])[N:12]2[C:17]=1[CH:16]=[CH:15][CH:14]=[CH:13]2)C1C=CC=CC=1. Given the product [OH:8][C:9]1[C:10]([CH3:31])=[C:11]([C:18]([C:20]2[CH:25]=[CH:24][C:23]([N+:26]([O-:28])=[O:27])=[C:22]([O:29][CH3:30])[CH:21]=2)=[O:19])[N:12]2[C:17]=1[CH:16]=[CH:15][CH:14]=[CH:13]2, predict the reactants needed to synthesize it. (4) Given the product [CH3:11][O:12][C:13](=[O:50])[N:14]([CH2:15][C:16]1[CH:21]=[C:20]([C:22]([F:24])([F:25])[F:23])[CH:19]=[CH:18][C:17]=1[C:26]1[CH:31]=[C:30]([CH:32]([CH3:34])[CH3:33])[CH:29]=[CH:28][C:27]=1[O:35][CH3:36])[CH2:37][C:38]1[CH:39]=[C:40]([CH:48]=[CH2:51])[CH:41]=[C:42]([C:44]([F:47])([F:46])[F:45])[CH:43]=1, predict the reactants needed to synthesize it. The reactants are: C[Si]([N-][Si](C)(C)C)(C)C.[K+].[CH3:11][O:12][C:13](=[O:50])[N:14]([CH2:37][C:38]1[CH:43]=[C:42]([C:44]([F:47])([F:46])[F:45])[CH:41]=[C:40]([CH:48]=O)[CH:39]=1)[CH2:15][C:16]1[CH:21]=[C:20]([C:22]([F:25])([F:24])[F:23])[CH:19]=[CH:18][C:17]=1[C:26]1[CH:31]=[C:30]([CH:32]([CH3:34])[CH3:33])[CH:29]=[CH:28][C:27]=1[O:35][CH3:36].[C:51]([O-])(O)=O.[Na+]. (5) Given the product [CH2:14]([O:13][CH2:12][CH2:11][S:8]([C:5]1[CH:6]=[CH:7][C:2]([C:27]2[CH:26]=[CH:25][C:24]([CH2:23][CH2:22][N:18]3[CH2:19][CH2:20][CH2:21][C@H:17]3[CH3:16])=[CH:29][CH:28]=2)=[CH:3][CH:4]=1)(=[O:10])=[O:9])[CH3:15], predict the reactants needed to synthesize it. The reactants are: Br[C:2]1[CH:7]=[CH:6][C:5]([S:8]([CH2:11][CH2:12][O:13][CH2:14][CH3:15])(=[O:10])=[O:9])=[CH:4][CH:3]=1.[CH3:16][C@@H:17]1[CH2:21][CH2:20][CH2:19][N:18]1[CH2:22][CH2:23][C:24]1[CH:29]=[CH:28][C:27](B(O)O)=[CH:26][CH:25]=1. (6) The reactants are: C[O:2][C:3](=[O:19])[C:4]1[CH:9]=[CH:8][CH:7]=[CH:6][C:5]=1[NH:10][CH2:11][C:12]1[CH:17]=[CH:16][N:15]=[C:14]([Br:18])[CH:13]=1.[OH-].[Na+].C(OCC)(=O)C.Cl. Given the product [Br:18][C:14]1[CH:13]=[C:12]([CH2:11][NH:10][C:5]2[CH:6]=[CH:7][CH:8]=[CH:9][C:4]=2[C:3]([OH:19])=[O:2])[CH:17]=[CH:16][N:15]=1, predict the reactants needed to synthesize it. (7) The reactants are: C(OC([NH:8][C:9]([C:12]1[CH:17]=[CH:16][C:15]([C:18]2[C:23]([C:24]#[N:25])=[CH:22][N:21]=[C:20]([NH:26][C:27]3[CH:32]=[CH:31][C:30]([CH2:33][CH2:34][N:35]4[CH2:40][CH2:39][CH2:38][CH2:37][CH2:36]4)=[CH:29][CH:28]=3)[N:19]=2)=[CH:14][CH:13]=1)([CH3:11])[CH3:10])=O)(C)(C)C.C(Cl)Cl.FC(C(O)=O)(F)F. Given the product [NH2:8][C:9]([C:12]1[CH:13]=[CH:14][C:15]([C:18]2[C:23]([C:24]#[N:25])=[CH:22][N:21]=[C:20]([NH:26][C:27]3[CH:28]=[CH:29][C:30]([CH2:33][CH2:34][N:35]4[CH2:36][CH2:37][CH2:38][CH2:39][CH2:40]4)=[CH:31][CH:32]=3)[N:19]=2)=[CH:16][CH:17]=1)([CH3:11])[CH3:10], predict the reactants needed to synthesize it. (8) Given the product [Br:1][C:2]1[CH:7]=[N:6][C:5]([Cl:8])=[C:4]2[NH:9][CH:12]=[C:13]([CH3:14])[C:3]=12, predict the reactants needed to synthesize it. The reactants are: [Br:1][C:2]1[CH:3]=[C:4]([N+:9]([O-])=O)[C:5]([Cl:8])=[N:6][CH:7]=1.[CH:12]([Mg]Br)=[CH:13][CH3:14]. (9) Given the product [I:13][C:10]1[C:3]2[C:4](=[N:5][CH:6]=[CH:7][C:2]=2[CH3:1])[NH:8][N:9]=1, predict the reactants needed to synthesize it. The reactants are: [CH3:1][C:2]1[CH:7]=[CH:6][N:5]=[C:4]2[NH:8][N:9]=[CH:10][C:3]=12.[OH-].[K+].[I:13]I.